Dataset: Forward reaction prediction with 1.9M reactions from USPTO patents (1976-2016). Task: Predict the product of the given reaction. Given the reactants C(N(CC)CC)C.Cl.[NH2:9][CH:10]([C:20]1[C:24](=[O:25])[CH2:23][CH2:22][C:21]=1[NH:26][C:27]1[CH:32]=[CH:31][CH:30]=[C:29]([C:33]([F:36])([F:35])[F:34])[CH:28]=1)[C:11]1[CH:18]=[CH:17][C:14]([C:15]#[N:16])=[CH:13][C:12]=1[Br:19].[C:37](N1C=CN=C1)(N1C=CN=C1)=[O:38].O, predict the reaction product. The product is: [Br:19][C:12]1[CH:13]=[C:14]([CH:17]=[CH:18][C:11]=1[CH:10]1[NH:9][C:37](=[O:38])[N:26]([C:27]2[CH:32]=[CH:31][CH:30]=[C:29]([C:33]([F:36])([F:34])[F:35])[CH:28]=2)[C:21]2[CH2:22][CH2:23][C:24](=[O:25])[C:20]1=2)[C:15]#[N:16].